The task is: Predict the reactants needed to synthesize the given product.. This data is from Full USPTO retrosynthesis dataset with 1.9M reactions from patents (1976-2016). Given the product [CH3:13][CH:12]([NH:11][C:4]1[CH:3]=[C:2]([C:23]2[CH:28]=[CH:27][C:26]([C:29]3[CH:37]=[C:32]4[N:33]=[CH:34][CH:35]=[CH:36][N:31]4[N:30]=3)=[CH:25][CH:24]=2)[S:6][C:5]=1[C:7]([O:9][CH3:10])=[O:8])[CH3:14], predict the reactants needed to synthesize it. The reactants are: I[C:2]1[S:6][C:5]([C:7]([O:9][CH3:10])=[O:8])=[C:4]([NH:11][CH:12]([CH3:14])[CH3:13])[CH:3]=1.CC1(C)C(C)(C)OB([C:23]2[CH:28]=[CH:27][C:26]([C:29]3[CH:37]=[C:32]4[N:33]=[CH:34][CH:35]=[CH:36][N:31]4[N:30]=3)=[CH:25][CH:24]=2)O1.C(=O)([O-])[O-].[Na+].[Na+].